Dataset: Reaction yield outcomes from USPTO patents with 853,638 reactions. Task: Predict the reaction yield, written as a fraction of the theoretical maximum amount of product (1.0 means a 100% yield; for example, 0.34 means a 34% yield). The reactants are [C:1]([O:5][C:6]([N:8]([C:26]1[CH:31]=[CH:30][N:29]=[C:28](Cl)[N:27]=1)[C:9]1[CH:10]=[C:11]2[C:15](=[CH:16][C:17]=1[F:18])[N:14]([C:19]([O:21][C:22]([CH3:25])([CH3:24])[CH3:23])=[O:20])[N:13]=[CH:12]2)=[O:7])([CH3:4])([CH3:3])[CH3:2].[CH:33]([NH:36][C:37](=[O:55])[CH2:38][O:39][C:40]1[CH:45]=[CH:44][CH:43]=[C:42](B2OC(C)(C)C(C)(C)O2)[CH:41]=1)([CH3:35])[CH3:34].[F-].[Cs+]. The catalyst is O1CCOCC1.O.C1C=CC([P]([Pd]([P](C2C=CC=CC=2)(C2C=CC=CC=2)C2C=CC=CC=2)([P](C2C=CC=CC=2)(C2C=CC=CC=2)C2C=CC=CC=2)[P](C2C=CC=CC=2)(C2C=CC=CC=2)C2C=CC=CC=2)(C2C=CC=CC=2)C2C=CC=CC=2)=CC=1. The product is [C:1]([O:5][C:6]([N:8]([C:26]1[CH:31]=[CH:30][N:29]=[C:28]([C:44]2[CH:43]=[CH:42][CH:41]=[C:40]([O:39][CH2:38][C:37]([NH:36][CH:33]([CH3:35])[CH3:34])=[O:55])[CH:45]=2)[N:27]=1)[C:9]1[CH:10]=[C:11]2[C:15](=[CH:16][C:17]=1[F:18])[N:14]([C:19]([O:21][C:22]([CH3:25])([CH3:24])[CH3:23])=[O:20])[N:13]=[CH:12]2)=[O:7])([CH3:4])([CH3:3])[CH3:2]. The yield is 0.480.